From a dataset of Catalyst prediction with 721,799 reactions and 888 catalyst types from USPTO. Predict which catalyst facilitates the given reaction. (1) Reactant: [Cl:1][C:2]1[CH:9]=[CH:8][C:5]([CH:6]=O)=[C:4]([N:10]2[CH2:15][CH2:14][CH:13]([C:16]([N:18]3[CH2:22][CH2:21][CH2:20][CH2:19]3)=[O:17])[CH2:12][CH2:11]2)[CH:3]=1.[N:23]1([C:29]([O:31][C:32]([CH3:35])([CH3:34])[CH3:33])=[O:30])[CH2:28][CH2:27][NH:26][CH2:25][CH2:24]1.ClCCCl.[BH-](OC(C)=O)(OC(C)=O)OC(C)=O.[Na+]. Product: [Cl:1][C:2]1[CH:9]=[CH:8][C:5]([CH2:6][N:26]2[CH2:25][CH2:24][N:23]([C:29]([O:31][C:32]([CH3:35])([CH3:34])[CH3:33])=[O:30])[CH2:28][CH2:27]2)=[C:4]([N:10]2[CH2:15][CH2:14][CH:13]([C:16]([N:18]3[CH2:19][CH2:20][CH2:21][CH2:22]3)=[O:17])[CH2:12][CH2:11]2)[CH:3]=1. The catalyst class is: 6. (2) Reactant: [OH:1][C:2]1C=CC=C[C:3]=1C(=O)C=CC1C=CC=CC=1.O1C2C(=CC=CC=2)C(=O)C=C1C1C=CC=CC=1.II.CS(C)=O.CO[C:43]1[CH:44]=[C:45](O)[CH:46]=[C:47]([O:51][CH3:52])[C:48]=1[O:49]C.[CH3:54][O:55][C:56]1[CH:61]=[C:60]([O:62][CH3:63])[C:59]([O:64][CH3:65])=[C:58]([O:66][CH3:67])[C:57]=1[O:68][CH3:69].OC1C(OC)=C(OC)C(OC)=C(OC)C=1C(=O)C. Product: [OH:49][C:48]1[CH:43]=[CH:44][C:45]([C:63]2[O:62][C:60]3[C:61]([C:2](=[O:1])[CH:3]=2)=[C:56]([O:55][CH3:54])[C:57]([O:68][CH3:69])=[C:58]([O:66][CH3:67])[C:59]=3[O:64][CH3:65])=[CH:46][C:47]=1[O:51][CH3:52]. The catalyst class is: 6. (3) Reactant: [Cl:1][CH2:2][C:3](Cl)=[O:4].Cl.Cl.[N:8]1([C:14]2[CH:19]=[CH:18][C:17]([N:20]3[CH2:24][C@H:23]([CH2:25][O:26][C:27]4[CH:31]=[CH:30][O:29][N:28]=4)[O:22][C:21]3=[O:32])=[CH:16][C:15]=2[F:33])[CH2:13][CH2:12][NH:11][CH2:10][CH2:9]1.C(N(CC)CC)C. Product: [Cl:1][CH2:2][C:3]([N:11]1[CH2:10][CH2:9][N:8]([C:14]2[CH:19]=[CH:18][C:17]([N:20]3[CH2:24][C@H:23]([CH2:25][O:26][C:27]4[CH:31]=[CH:30][O:29][N:28]=4)[O:22][C:21]3=[O:32])=[CH:16][C:15]=2[F:33])[CH2:13][CH2:12]1)=[O:4]. The catalyst class is: 4. (4) Reactant: CN.[CH2:3]([N:5](CC)CC)C.[Cl:10][C:11]1[N:19]=[CH:18][C:17]([Cl:20])=[CH:16][C:12]=1[C:13](Cl)=[O:14]. Product: [Cl:10][C:11]1[N:19]=[CH:18][C:17]([Cl:20])=[CH:16][C:12]=1[C:13]([NH:5][CH3:3])=[O:14]. The catalyst class is: 23. (5) Reactant: [H-].[Na+].[NH:3]1[CH:7]=[CH:6][CH:5]=[N:4]1.C(OC(=O)[N:14]([C:22]1[CH:27]=[CH:26][C:25]([Cl:28])=[CH:24][CH:23]=1)[C:15]1[CH:20]=[N:19][CH:18]=[C:17](Cl)[N:16]=1)(C)(C)C.C(OCC)(=O)C.CCCCCCC. Product: [Cl:28][C:25]1[CH:24]=[CH:23][C:22]([NH:14][C:15]2[CH:20]=[N:19][CH:18]=[C:17]([N:3]3[CH:7]=[CH:6][CH:5]=[N:4]3)[N:16]=2)=[CH:27][CH:26]=1. The catalyst class is: 9. (6) Reactant: C(OC([N:8]1[CH2:13][CH2:12][CH:11]([C:14]2[CH:22]=[CH:21][CH:20]=[CH:19][C:15]=2[C:16]([OH:18])=O)[CH2:10][CH2:9]1)=O)(C)(C)C.[NH2:23][C@@H:24]([CH2:33][OH:34])[C@H:25]([C:27]1[CH:32]=[CH:31][CH:30]=[CH:29][CH:28]=1)[OH:26].CN(C(ON1N=NC2C=CC=CC1=2)=[N+](C)C)C.F[P-](F)(F)(F)(F)F.CCN(C(C)C)C(C)C. Product: [OH:26][C@@H:25]([C:27]1[CH:32]=[CH:31][CH:30]=[CH:29][CH:28]=1)[C@@H:24]([NH:23][C:16](=[O:18])[C:15]1[CH:19]=[CH:20][CH:21]=[CH:22][C:14]=1[CH:11]1[CH2:10][CH2:9][NH:8][CH2:13][CH2:12]1)[CH2:33][OH:34]. The catalyst class is: 3. (7) Reactant: [CH2:1]([OH:12])[C@H:2]([C@H:4]([C@@H:6]([C@@H:8]([CH2:10][OH:11])[OH:9])[OH:7])[OH:5])[OH:3].CO[C:15]1[CH:34]=[CH:33][C:18]([C:19](Cl)([C:26]2[CH:31]=[CH:30][CH:29]=[CH:28][CH:27]=2)[C:20]2[CH:25]=[CH:24][CH:23]=[CH:22][CH:21]=2)=[CH:17][CH:16]=1.C(Cl)Cl. Product: [C:19]([O:11][CH2:10][C@H:8]([C@H:6]([C@@H:4]([C@@H:2]([CH2:1][O:12][C:19]([C:18]1[CH:33]=[CH:34][CH:15]=[CH:16][CH:17]=1)([C:26]1[CH:27]=[CH:28][CH:29]=[CH:30][CH:31]=1)[C:20]1[CH:21]=[CH:22][CH:23]=[CH:24][CH:25]=1)[OH:3])[OH:5])[OH:7])[OH:9])([C:26]1[CH:31]=[CH:30][CH:29]=[CH:28][CH:27]=1)([C:20]1[CH:25]=[CH:24][CH:23]=[CH:22][CH:21]=1)[C:18]1[CH:33]=[CH:34][CH:15]=[CH:16][CH:17]=1. The catalyst class is: 17. (8) Reactant: [NH:1]1[C:9]2[C:4](=[CH:5][CH:6]=[CH:7][CH:8]=2)[C:3](/[CH:10]=[C:11]2\[O:12][C:13]3[CH:20]=[C:19]([OH:21])[CH:18]=[CH:17][C:14]=3[C:15]\2=[O:16])=[CH:2]1.[CH3:22][N:23]([CH3:33])[CH2:24][CH2:25][CH2:26][N:27]1[CH2:32][CH2:31][NH:30][CH2:29][CH2:28]1.[CH2:34]=O. Product: [NH:1]1[C:9]2[C:4](=[CH:5][CH:6]=[CH:7][CH:8]=2)[C:3](/[CH:10]=[C:11]2\[O:12][C:13]3[C:20]([CH2:34][N:30]4[CH2:29][CH2:28][N:27]([CH2:26][CH2:25][CH2:24][N:23]([CH3:22])[CH3:33])[CH2:32][CH2:31]4)=[C:19]([OH:21])[CH:18]=[CH:17][C:14]=3[C:15]\2=[O:16])=[CH:2]1. The catalyst class is: 8. (9) Reactant: [N+:1]([C:4]1[CH:5]=[C:6]([CH:10]=[C:11]([O:13][CH3:14])[CH:12]=1)[C:7]([OH:9])=O)([O-:3])=[O:2].Cl.C(N=C=NCCCN(C)C)C.O.ON1C2C=CC=CC=2N=N1.[NH:38]1[CH2:43][CH2:42][O:41][CH2:40][CH2:39]1. Product: [CH3:14][O:13][C:11]1[CH:10]=[C:6]([CH:5]=[C:4]([N+:1]([O-:3])=[O:2])[CH:12]=1)[C:7]([N:38]1[CH2:43][CH2:42][O:41][CH2:40][CH2:39]1)=[O:9]. The catalyst class is: 76.